Predict the reaction yield, written as a fraction of the theoretical maximum amount of product (1.0 means a 100% yield; for example, 0.34 means a 34% yield). From a dataset of Reaction yield outcomes from USPTO patents with 853,638 reactions. (1) The reactants are C(Cl)(=O)C(Cl)=O.[F:7][C:8]([F:15])([F:14])[C:9](=[CH2:13])[C:10]([OH:12])=[O:11].[C:16](O)([CH3:19])([CH3:18])[CH3:17].N1C=CC=CC=1. The catalyst is C(Cl)Cl. The product is [F:7][C:8]([F:15])([F:14])[C:9](=[CH2:13])[C:10]([O:12][C:16]([CH3:19])([CH3:18])[CH3:17])=[O:11]. The yield is 0.700. (2) The reactants are [CH3:1][N:2]1[CH2:7][CH2:6][N:5]([CH2:8][C:9]2[CH:10]=[C:11]([NH:15]C(=O)OC(C)(C)C)[CH:12]=[CH:13][CH:14]=2)[CH2:4][CH2:3]1.[ClH:23]. The catalyst is O1CCOCC1. The product is [ClH:23].[ClH:23].[ClH:23].[CH3:1][N:2]1[CH2:7][CH2:6][N:5]([CH2:8][C:9]2[CH:10]=[C:11]([CH:12]=[CH:13][CH:14]=2)[NH2:15])[CH2:4][CH2:3]1. The yield is 0.900. (3) No catalyst specified. The yield is 0.730. The product is [Cl:1][C:2]1[CH:7]=[C:6]([Cl:8])[CH:5]=[CH:4][C:3]=1[C:9]1[N:10]=[C:11](/[CH:18]=[CH:19]/[C:20]2[CH:21]=[CH:22][C:23]([O:26][CH3:27])=[CH:24][CH:25]=2)[N:12]([CH2:14][C:15]([NH:40][CH:38]([C:28]2[C:37]3[C:32](=[CH:33][CH:34]=[CH:35][CH:36]=3)[CH:31]=[CH:30][CH:29]=2)[CH3:39])=[O:17])[CH:13]=1. The reactants are [Cl:1][C:2]1[CH:7]=[C:6]([Cl:8])[CH:5]=[CH:4][C:3]=1[C:9]1[N:10]=[C:11](/[CH:18]=[CH:19]/[C:20]2[CH:25]=[CH:24][C:23]([O:26][CH3:27])=[CH:22][CH:21]=2)[N:12]([CH2:14][C:15]([OH:17])=O)[CH:13]=1.[C:28]1([C@@H:38]([NH2:40])[CH3:39])[C:37]2[C:32](=[CH:33][CH:34]=[CH:35][CH:36]=2)[CH:31]=[CH:30][CH:29]=1. (4) The reactants are [Cl:1][C:2]1[CH:7]=[C:6]([Cl:8])[CH:5]=[CH:4][C:3]=1[C@H:9]([N:11]1[C:15]2[CH:16]=[C:17]([N:20]3[CH2:25][CH2:24][NH:23][CH2:22][CH2:21]3)[CH:18]=[CH:19][C:14]=2[N:13]=[CH:12]1)[CH3:10].C(OC([N:33]1[CH2:37][CH2:36][CH2:35][C@@H:34]1[C:38](O)=[O:39])=O)(C)(C)C.CN(C(ON1N=NC2C=CC=NC1=2)=[N+](C)C)C.F[P-](F)(F)(F)(F)F.C(N(CC)CC)C. The catalyst is ClCCl.C(OCC)(=O)C. The product is [Cl:1][C:2]1[CH:7]=[C:6]([Cl:8])[CH:5]=[CH:4][C:3]=1[C@H:9]([N:11]1[C:15]2[CH:16]=[C:17]([N:20]3[CH2:21][CH2:22][N:23]([C:38]([C@H:34]4[CH2:35][CH2:36][CH2:37][NH:33]4)=[O:39])[CH2:24][CH2:25]3)[CH:18]=[CH:19][C:14]=2[N:13]=[CH:12]1)[CH3:10]. The yield is 0.710. (5) The reactants are Br[C:2]1[CH:10]=[CH:9][CH:8]=[C:7]2[C:3]=1[C:4]1[CH:14]=[CH:13][CH:12]=[N:11][C:5]=1[NH:6]2.[C:15]1(B(O)O)[CH:20]=[CH:19][CH:18]=[CH:17][CH:16]=1.C([O-])([O-])=O.[K+].[K+]. The catalyst is C1C=CC([P]([Pd]([P](C2C=CC=CC=2)(C2C=CC=CC=2)C2C=CC=CC=2)([P](C2C=CC=CC=2)(C2C=CC=CC=2)C2C=CC=CC=2)[P](C2C=CC=CC=2)(C2C=CC=CC=2)C2C=CC=CC=2)(C2C=CC=CC=2)C2C=CC=CC=2)=CC=1.O1CCOCC1. The product is [C:15]1([C:2]2[CH:10]=[CH:9][CH:8]=[C:7]3[C:3]=2[C:4]2[CH:14]=[CH:13][CH:12]=[N:11][C:5]=2[NH:6]3)[CH:20]=[CH:19][CH:18]=[CH:17][CH:16]=1. The yield is 0.220. (6) The reactants are [F:1][C:2]1[CH:9]=[C:8]([O:10]C)[CH:7]=[CH:6][C:3]=1[CH:4]=[O:5].[Al+3].[Cl-].[Cl-].[Cl-]. The catalyst is C(Cl)Cl. The product is [F:1][C:2]1[CH:9]=[C:8]([OH:10])[CH:7]=[CH:6][C:3]=1[CH:4]=[O:5]. The yield is 0.950.